Dataset: Catalyst prediction with 721,799 reactions and 888 catalyst types from USPTO. Task: Predict which catalyst facilitates the given reaction. Reactant: C(=O)([O-])[O-].[Cs+].[Cs+].Br[CH:8]([C:13]1[CH:18]=[CH:17][CH:16]=[CH:15][CH:14]=1)[C:9]([O:11][CH3:12])=[O:10].[CH3:19][C:20]1[O:24][N:23]=[C:22]([C:25]2[CH:26]=[C:27]([OH:31])[CH:28]=[CH:29][CH:30]=2)[N:21]=1. Product: [CH3:19][C:20]1[O:24][N:23]=[C:22]([C:25]2[CH:26]=[C:27]([CH:28]=[CH:29][CH:30]=2)[O:31][CH:8]([C:13]2[CH:18]=[CH:17][CH:16]=[CH:15][CH:14]=2)[C:9]([O:11][CH3:12])=[O:10])[N:21]=1. The catalyst class is: 10.